From a dataset of Reaction yield outcomes from USPTO patents with 853,638 reactions. Predict the reaction yield, written as a fraction of the theoretical maximum amount of product (1.0 means a 100% yield; for example, 0.34 means a 34% yield). (1) The yield is 0.830. The catalyst is O.C(OCC)(=O)C. The product is [CH3:13][C:14]1[N:15]([C:39]2[CH:40]=[CH:41][C:42]([O:45][C:46]([F:49])([F:47])[F:48])=[CH:43][CH:44]=2)[C:16](=[O:38])[C:17]([CH2:23][C:24]2[CH:25]=[CH:26][C:27]([C:30]3[CH:35]=[CH:34][CH:33]=[CH:32][C:31]=3[C:36]3[NH:3][C:4](=[O:7])[O:5][N:37]=3)=[CH:28][CH:29]=2)=[C:18]([CH2:20][CH2:21][CH3:22])[N:19]=1. The reactants are [Cl-].O[NH3+:3].[C:4](=[O:7])([O-])[OH:5].[Na+].CS(C)=O.[CH3:13][C:14]1[N:15]([C:39]2[CH:44]=[CH:43][C:42]([O:45][C:46]([F:49])([F:48])[F:47])=[CH:41][CH:40]=2)[C:16](=[O:38])[C:17]([CH2:23][C:24]2[CH:29]=[CH:28][C:27]([C:30]3[C:31]([C:36]#[N:37])=[CH:32][CH:33]=[CH:34][CH:35]=3)=[CH:26][CH:25]=2)=[C:18]([CH2:20][CH2:21][CH3:22])[N:19]=1. (2) The reactants are [CH2:1]([O:3][CH2:4][CH2:5][O:6][CH2:7][CH2:8][C:9]#[N:10])[CH3:2].[NH2:11][OH:12]. The catalyst is CCO. The product is [CH2:1]([O:3][CH2:4][CH2:5][O:6][CH2:7][CH2:8][C:9](=[N:11][OH:12])[NH2:10])[CH3:2]. The yield is 0.976. (3) The reactants are [NH2:1][C:2]1[CH:3]=[C:4]2[C:8](=[CH:9][C:10]=1[F:11])[C:7](=[O:12])[CH:6]([CH2:13][CH2:14][CH2:15][CH3:16])[CH2:5]2.[Cl:17]N1C(=O)CCC1=O. The catalyst is CN(C)C=O. The product is [NH2:1][C:2]1[C:3]([Cl:17])=[C:4]2[C:8](=[CH:9][C:10]=1[F:11])[C:7](=[O:12])[CH:6]([CH2:13][CH2:14][CH2:15][CH3:16])[CH2:5]2. The yield is 0.880. (4) The reactants are Br[C:2]1[CH:15]=[CH:14][C:13]2[N:12]([C:16]3[CH:21]=[CH:20][C:19]([C:22]4[CH:27]=[CH:26][CH:25]=[CH:24][CH:23]=4)=[CH:18][CH:17]=3)[C:11]3[C:6](=[CH:7][C:8]([C:28]4[CH:33]=[CH:32][CH:31]=[CH:30][CH:29]=4)=[CH:9][CH:10]=3)[C:5]([CH3:35])([CH3:34])[C:4]=2[CH:3]=1.[CH2:36](O)[CH3:37].C(=O)([O-])[O-].[K+].[K+]. The catalyst is C1C=CC([P]([Pd]([P](C2C=CC=CC=2)(C2C=CC=CC=2)C2C=CC=CC=2)([P](C2C=CC=CC=2)(C2C=CC=CC=2)C2C=CC=CC=2)[P](C2C=CC=CC=2)(C2C=CC=CC=2)C2C=CC=CC=2)(C2C=CC=CC=2)C2C=CC=CC=2)=CC=1.C1(C)C=CC=CC=1.CO. The product is [C:8]1([C:37]2[CH:36]=[CH:33][CH:28]=[CH:29][CH:30]=2)[CH:9]=[CH:10][C:11]([N:12]([C:16]2[CH:17]=[CH:18][C:19]([C:22]3[CH:27]=[CH:26][CH:25]=[CH:24][CH:23]=3)=[CH:20][CH:21]=2)[C:25]2[CH:24]=[CH:23][C:22]([C:19]3[CH:20]=[CH:21][C:16]4[N:12]([C:11]5[CH:10]=[CH:9][C:8]([C:28]6[CH:29]=[CH:30][CH:31]=[CH:32][CH:33]=6)=[CH:7][CH:6]=5)[C:13]5[C:4](=[CH:3][C:2]([C:15]6[CH:2]=[CH:3][CH:4]=[CH:13][CH:14]=6)=[CH:15][CH:14]=5)[C:5]([CH3:34])([CH3:35])[C:17]=4[CH:18]=3)=[CH:27][CH:26]=2)=[CH:6][CH:7]=1. The yield is 0.750. (5) The reactants are [OH:1][C:2]1[CH:10]=[C:9]([N+:11]([O-:13])=[O:12])[CH:8]=[CH:7][C:3]=1[C:4]([OH:6])=[O:5].S(=O)(=O)(O)O.[CH3:19]O. No catalyst specified. The product is [OH:1][C:2]1[CH:10]=[C:9]([N+:11]([O-:13])=[O:12])[CH:8]=[CH:7][C:3]=1[C:4]([O:6][CH3:19])=[O:5]. The yield is 0.940. (6) The yield is 0.600. The reactants are [CH2:1]([O:8][C:9]1[CH:14]=[C:13]([NH:15][C:16]2[N:21]=[C:20]([N:22]3[CH2:27][C@@H:26]([NH:28][C:29]([O:31][C:32]([CH3:35])([CH3:34])[CH3:33])=[O:30])[CH2:25][C@@H:24]([NH:36][C:37]([O:39][C:40]([CH3:43])([CH3:42])[CH3:41])=[O:38])[CH2:23]3)[N:19]=[C:18]([N:44]3[CH2:49][C@@H:48]([NH:50][C:51]([O:53][C:54]([CH3:57])([CH3:56])[CH3:55])=[O:52])[CH2:47][C@@H:46]([NH:58][C:59]([O:61][C:62]([CH3:65])([CH3:64])[CH3:63])=[O:60])[CH2:45]3)[N:17]=2)[CH:12]=[CH:11][C:10]=1[NH2:66])[C:2]1[CH:7]=[CH:6][CH:5]=[CH:4][CH:3]=1.[Cl:67][C:68]1[CH:79]=[CH:78][C:71]2[C:72](=O)[O:73]C(=O)[O:75][C:70]=2[CH:69]=1. The product is [CH2:1]([O:8][C:9]1[CH:14]=[C:13]([NH:15][C:16]2[N:21]=[C:20]([N:22]3[CH2:27][C@@H:26]([NH:28][C:29]([O:31][C:32]([CH3:33])([CH3:34])[CH3:35])=[O:30])[CH2:25][C@@H:24]([NH:36][C:37]([O:39][C:40]([CH3:43])([CH3:42])[CH3:41])=[O:38])[CH2:23]3)[N:19]=[C:18]([N:44]3[CH2:45][C@@H:46]([NH:58][C:59]([O:61][C:62]([CH3:65])([CH3:64])[CH3:63])=[O:60])[CH2:47][C@@H:48]([NH:50][C:51]([O:53][C:54]([CH3:57])([CH3:56])[CH3:55])=[O:52])[CH2:49]3)[N:17]=2)[CH:12]=[CH:11][C:10]=1[NH:66][C:72](=[O:73])[C:71]1[CH:78]=[CH:79][C:68]([Cl:67])=[CH:69][C:70]=1[OH:75])[C:2]1[CH:3]=[CH:4][CH:5]=[CH:6][CH:7]=1. The catalyst is CN1C(=O)CCC1.CCOC(C)=O. (7) The reactants are Cl.[NH:2]1[CH2:5][CH:4]([C:6]2[CH:27]=[CH:26][C:9]3[C:10]4[N:14]([CH2:15][CH2:16][O:17][C:8]=3[CH:7]=2)[CH:13]=[C:12]([C:18]2[N:19]([CH:23]([CH3:25])[CH3:24])[N:20]=[CH:21][N:22]=2)[N:11]=4)[CH2:3]1.C(N(CC)CC)C.Cl[CH2:36][CH2:37][S:38](Cl)(=[O:40])=[O:39].Cl.[F:43][CH:44]1[CH2:47][NH:46][CH2:45]1. The catalyst is C(Cl)Cl. The product is [F:43][CH:44]1[CH2:47][N:46]([CH2:36][CH2:37][S:38]([N:2]2[CH2:3][CH:4]([C:6]3[CH:27]=[CH:26][C:9]4[C:10]5[N:14]([CH:13]=[C:12]([C:18]6[N:19]([CH:23]([CH3:24])[CH3:25])[N:20]=[CH:21][N:22]=6)[N:11]=5)[CH2:15][CH2:16][O:17][C:8]=4[CH:7]=3)[CH2:5]2)(=[O:40])=[O:39])[CH2:45]1. The yield is 0.400. (8) The reactants are [CH2:1]([O:4][CH2:5][C@H:6]([NH:13][CH2:14][C@@H:15]([OH:37])[C@@H:16]([NH:26]C(=O)OCC1C=CC=CC=1)[CH2:17][C:18]1[CH:23]=[C:22]([F:24])[CH:21]=[C:20]([F:25])[CH:19]=1)[C:7]1[CH:12]=[CH:11][CH:10]=[CH:9][CH:8]=1)[CH:2]=[CH2:3]. The catalyst is COCCOC.O. The product is [CH2:1]([O:4][CH2:5][C@H:6]([NH:13][CH2:14][C@@H:15]([OH:37])[C@@H:16]([NH2:26])[CH2:17][C:18]1[CH:19]=[C:20]([F:25])[CH:21]=[C:22]([F:24])[CH:23]=1)[C:7]1[CH:12]=[CH:11][CH:10]=[CH:9][CH:8]=1)[CH:2]=[CH2:3]. The yield is 0.680. (9) The reactants are [C:1]([C:5]1[CH:6]=[C:7]2[C:12](=[C:13]([F:15])[CH:14]=1)[C:11](=[O:16])[N:10]([C:17]1[N:24]=[CH:23][CH:22]=[C:21]([C:25]3[CH:30]=[C:29]([NH:31][C:32]4[CH:37]=[CH:36][C:35]([N:38]5[CH2:43][CH2:42][N:41]([CH:44]6[CH2:47][O:46][CH2:45]6)[CH2:40][C@@H:39]5[CH2:48][CH3:49])=[CH:34][N:33]=4)[C:28](=[O:50])[N:27]([CH3:51])[CH:26]=3)[C:18]=1[CH:19]=[O:20])[N:9]=[CH:8]2)([CH3:4])([CH3:3])[CH3:2].[BH4-].[Na+]. The catalyst is CO. The product is [C:1]([C:5]1[CH:6]=[C:7]2[C:12](=[C:13]([F:15])[CH:14]=1)[C:11](=[O:16])[N:10]([C:17]1[C:18]([CH2:19][OH:20])=[C:21]([C:25]3[CH:30]=[C:29]([NH:31][C:32]4[CH:37]=[CH:36][C:35]([N:38]5[CH2:43][CH2:42][N:41]([CH:44]6[CH2:47][O:46][CH2:45]6)[CH2:40][C@@H:39]5[CH2:48][CH3:49])=[CH:34][N:33]=4)[C:28](=[O:50])[N:27]([CH3:51])[CH:26]=3)[CH:22]=[CH:23][N:24]=1)[N:9]=[CH:8]2)([CH3:3])([CH3:2])[CH3:4]. The yield is 0.500.